Dataset: Full USPTO retrosynthesis dataset with 1.9M reactions from patents (1976-2016). Task: Predict the reactants needed to synthesize the given product. (1) Given the product [Br:1][C:2]1[CH:10]=[CH:9][C:8]2[N:7]3[CH2:18][CH2:19][C:11](=[O:13])[C:6]3=[CH:5][C:4]=2[CH:3]=1, predict the reactants needed to synthesize it. The reactants are: [Br:1][C:2]1[CH:3]=[C:4]2[C:8](=[CH:9][CH:10]=1)[NH:7][C:6]([C:11]([O:13]CC)=O)=[CH:5]2.[H-].[Na+].[C:18](OCCCC)(=O)[CH:19]=C.Cl. (2) The reactants are: [NH2:1][C:2]1[CH:6]=[C:5]([C:7]2[CH:8]=[N:9][CH:10]=[CH:11][CH:12]=2)[S:4][C:3]=1[C:13]([OH:15])=[O:14].[Cl:16][C:17]1[CH:22]=[CH:21][CH:20]=[C:19]([Cl:23])[C:18]=1[N:24]=[C:25]=[O:26].C(N(CC)CC)C.Cl. Given the product [Cl:16][C:17]1[CH:22]=[CH:21][CH:20]=[C:19]([Cl:23])[C:18]=1[NH:24][C:25]([NH:1][C:2]1[CH:6]=[C:5]([C:7]2[CH:8]=[N:9][CH:10]=[CH:11][CH:12]=2)[S:4][C:3]=1[C:13]([OH:15])=[O:14])=[O:26], predict the reactants needed to synthesize it. (3) Given the product [CH3:1][C@@H:2]1[CH2:3][N:4]([C:8]2[CH:13]=[CH:12][CH:11]=[CH:10][N:9]=2)[CH2:5][CH2:6][N:7]1[CH2:15][C:16]1[NH:20][C:19]2[CH:21]=[CH:22][CH:23]=[CH:24][C:18]=2[N:17]=1, predict the reactants needed to synthesize it. The reactants are: [CH3:1][C@H:2]1[NH:7][CH2:6][CH2:5][N:4]([C:8]2[CH:13]=[CH:12][CH:11]=[CH:10][N:9]=2)[CH2:3]1.Cl[CH2:15][C:16]1[NH:20][C:19]2[CH:21]=[CH:22][CH:23]=[CH:24][C:18]=2[N:17]=1.C(=O)([O-])[O-].[Cs+].[Cs+]. (4) Given the product [CH2:15]([OH:37])[C@H:16]1[O:21][C@H:20]([O:22][CH2:23][C@H:24]2[O:25][CH:26]([OH:31])[C@H:27]([OH:30])[C@@H:28]([OH:29])[C@@H:32]2[OH:33])[C@H:19]([OH:34])[C@@H:18]([OH:35])[C@@H:17]1[OH:36], predict the reactants needed to synthesize it. The reactants are: S([O-])([O-])(=O)=O.[NH4+].[NH4+].S([O-])([O-])(=O)=O.CO.[CH2:15]([OH:37])[C@H:16]1[O:21][C@H:20]([O:22][C@H:23]2[C@H:28]([OH:29])[C@@H:27]([OH:30])[C@H:26]([OH:31])[O:25][C@@H:24]2[CH2:32][OH:33])[C@H:19]([OH:34])[C@@H:18]([OH:35])[C@@H:17]1[OH:36].O=C[C@@H]([C@H]([C@@H]([C@@H](CO)O)O)O)O. (5) Given the product [OH:24][C@@H:21]1[CH2:22][CH2:23][C@H:18]([NH:17][C:16]2[N:11]3[N:10]=[C:9]([NH:8][C:6]4[CH:7]=[C:2]5[NH:1][C:27](=[O:29])[CH2:26][C:3]5=[N:4][CH:5]=4)[N:25]=[C:12]3[CH:13]=[CH:14][CH:15]=2)[CH2:19][CH2:20]1, predict the reactants needed to synthesize it. The reactants are: [NH2:1][C:2]1[C:3]([CH2:26][C:27]([O:29]C)=O)=[N:4][CH:5]=[C:6]([NH:8][C:9]2[N:25]=[C:12]3[CH:13]=[CH:14][CH:15]=[C:16]([NH:17][C@H:18]4[CH2:23][CH2:22][C@@H:21]([OH:24])[CH2:20][CH2:19]4)[N:11]3[N:10]=2)[CH:7]=1. (6) Given the product [CH:13]1([C:2]2[C:7]([O:8][C:9]([F:12])([F:11])[F:10])=[CH:6][CH:5]=[CH:4][N:3]=2)[CH2:15][CH2:14]1, predict the reactants needed to synthesize it. The reactants are: Br[C:2]1[C:7]([O:8][C:9]([F:12])([F:11])[F:10])=[CH:6][CH:5]=[CH:4][N:3]=1.[CH:13]1(B(O)O)[CH2:15][CH2:14]1.[O-]P([O-])([O-])=O.[K+].[K+].[K+].C1(P(C2CCCCC2)C2CCCCC2)CCCCC1. (7) Given the product [CH3:21][O:22][C:23]1[CH:28]=[CH:27][C:26]([C:29](=[O:32])[CH2:30][S:20][C:7]([C:8]2[CH:13]=[CH:12][CH:11]=[CH:10][CH:9]=2)([C:14]2[CH:15]=[CH:16][CH:17]=[CH:18][CH:19]=2)[C:1]2[CH:6]=[CH:5][CH:4]=[CH:3][CH:2]=2)=[CH:25][CH:24]=1, predict the reactants needed to synthesize it. The reactants are: [C:1]1([C:7]([SH:20])([C:14]2[CH:19]=[CH:18][CH:17]=[CH:16][CH:15]=2)[C:8]2[CH:13]=[CH:12][CH:11]=[CH:10][CH:9]=2)[CH:6]=[CH:5][CH:4]=[CH:3][CH:2]=1.[CH3:21][O:22][C:23]1[CH:28]=[CH:27][C:26]([C:29](=[O:32])[CH2:30]Br)=[CH:25][CH:24]=1.CCN(C(C)C)C(C)C. (8) Given the product [ClH:6].[CH2:1]([S:3]([NH:16][C:17]1[CH:22]=[CH:21][C:20]([C:23]2[CH:24]=[CH:25][C:26]([NH:29][C:30]([C@@H:32]3[CH:37]4[CH2:36][CH2:35][N:34]([CH2:39][CH2:38]4)[CH2:33]3)=[O:31])=[CH:27][CH:28]=2)=[CH:19][CH:18]=1)(=[O:5])=[O:4])[CH3:2], predict the reactants needed to synthesize it. The reactants are: [CH2:1]([S:3]([Cl:6])(=[O:5])=[O:4])[CH3:2].C(N(CC)CC)C.Cl.Cl.[NH2:16][C:17]1[CH:22]=[CH:21][C:20]([C:23]2[CH:28]=[CH:27][C:26]([NH:29][C:30]([C@@H:32]3[CH:37]4[CH2:38][CH2:39][N:34]([CH2:35][CH2:36]4)[CH2:33]3)=[O:31])=[CH:25][CH:24]=2)=[CH:19][CH:18]=1.